From a dataset of Forward reaction prediction with 1.9M reactions from USPTO patents (1976-2016). Predict the product of the given reaction. (1) Given the reactants [CH2:1]([C:3]1[CH:8]=[CH:7][C:6]([CH2:9][C:10]2[C:11]([O:16][C@@H:17]3[O:34][C@H:33]([CH2:35][O:36]C(=O)C)[C@@H:28]([O:29]C(=O)C)[C@H:23]([O:24]C(=O)C)[C@H:18]3[O:19]C(=O)C)=[N:12][NH:13][C:14]=2[CH3:15])=[CH:5][CH:4]=1)[CH3:2].C(=O)([O-])[O-].[Cs+].[Cs+].[CH2:46]([O:53]CCCBr)[C:47]1C=CC=C[CH:48]=1.[OH-].[Na+], predict the reaction product. The product is: [CH2:1]([C:3]1[CH:8]=[CH:7][C:6]([CH2:9][C:10]2[C:11]([O:16][C@@H:17]3[O:34][C@H:33]([CH2:35][OH:36])[C@@H:28]([OH:29])[C@H:23]([OH:24])[C@H:18]3[OH:19])=[N:12][N:13]([CH2:48][CH2:47][CH2:46][OH:53])[C:14]=2[CH3:15])=[CH:5][CH:4]=1)[CH3:2]. (2) Given the reactants [Br:1][C:2]1[NH:10][C:9]2[C:4](=[N:5][C:6]([Cl:11])=[CH:7][CH:8]=2)[CH:3]=1.C([O-])([O-])=O.[K+].[K+].[C:18]([C:20]1[CH:21]=[C:22]([CH:25]=[CH:26][CH:27]=1)[CH2:23]Br)#[N:19], predict the reaction product. The product is: [Br:1][C:2]1[N:10]([CH2:23][C:22]2[CH:21]=[C:20]([CH:27]=[CH:26][CH:25]=2)[C:18]#[N:19])[C:9]2[C:4](=[N:5][C:6]([Cl:11])=[CH:7][CH:8]=2)[CH:3]=1. (3) Given the reactants [OH:1][C:2]1[CH:10]=[C:9](I)[CH:8]=[CH:7][C:3]=1[C:4]([OH:6])=[O:5].[CH3:12][N:13]([CH3:30])[C:14]1[C:19]([CH:20]([CH3:22])[CH3:21])=[CH:18][C:17]([CH:23]([OH:26])[C:24]#[CH:25])=[CH:16][C:15]=1[CH:27]([CH3:29])[CH3:28], predict the reaction product. The product is: [CH3:30][N:13]([CH3:12])[C:14]1[C:19]([CH:20]([CH3:21])[CH3:22])=[CH:18][C:17]([CH:23]([OH:26])[C:24]#[C:25][C:9]2[CH:8]=[CH:7][C:3]([C:4]([OH:6])=[O:5])=[C:2]([OH:1])[CH:10]=2)=[CH:16][C:15]=1[CH:27]([CH3:29])[CH3:28]. (4) Given the reactants ClC(OC(Cl)C)=O.C([N:15]1[CH2:19][C@@H:18]([C:20]2[CH:25]=[CH:24][C:23]([Cl:26])=[C:22]([Cl:27])[CH:21]=2)[C@H:17]([C:28]([O:30][CH3:31])=[O:29])[CH2:16]1)C1C=CC=CC=1, predict the reaction product. The product is: [Cl:27][C:22]1[CH:21]=[C:20]([C@@H:18]2[CH2:19][NH:15][CH2:16][C@H:17]2[C:28]([O:30][CH3:31])=[O:29])[CH:25]=[CH:24][C:23]=1[Cl:26].